Dataset: Full USPTO retrosynthesis dataset with 1.9M reactions from patents (1976-2016). Task: Predict the reactants needed to synthesize the given product. (1) Given the product [N:1]1[CH:6]=[CH:5][C:4]([N:7]2[CH2:16][CH2:15][C:10](=[O:11])[CH2:9][CH2:8]2)=[CH:3][CH:2]=1, predict the reactants needed to synthesize it. The reactants are: [N:1]1[CH:6]=[CH:5][C:4]([N:7]2[CH2:16][CH2:15][C:10]3(OCC[O:11]3)[CH2:9][CH2:8]2)=[CH:3][CH:2]=1.[OH-].[Na+]. (2) Given the product [Br:1][C:2]1[CH:3]=[N:4][C:5]2[C:10]([CH:11]=1)=[CH:9][C:8]([Br:20])=[C:7]([OH:12])[C:6]=2[C:13]([NH:15][CH2:16][C:17]([OH:19])=[O:18])=[O:14], predict the reactants needed to synthesize it. The reactants are: [Br:1][C:2]1[CH:3]=[N:4][C:5]2[C:10]([CH:11]=1)=[CH:9][CH:8]=[C:7]([OH:12])[C:6]=2[C:13]([NH:15][CH2:16][C:17]([OH:19])=[O:18])=[O:14].[Br:20]Br. (3) Given the product [CH2:33]([O:35][C:36](=[O:39])[CH2:37][N:23]([CH:21]([C:15]1[CH:20]=[CH:19][CH:18]=[CH:17][CH:16]=1)[CH3:22])[CH:24]([CH3:32])[CH2:25][CH2:26][C:27]([O:29][CH2:30][CH3:31])=[O:28])[CH3:34], predict the reactants needed to synthesize it. The reactants are: [BH-](OC(C)=O)(OC(C)=O)OC(C)=O.[Na+].[C:15]1([CH:21]([NH:23][CH:24]([CH3:32])[CH2:25][CH2:26][C:27]([O:29][CH2:30][CH3:31])=[O:28])[CH3:22])[CH:20]=[CH:19][CH:18]=[CH:17][CH:16]=1.[CH2:33]([O:35][C:36](=[O:39])[CH:37]=O)[CH3:34]. (4) Given the product [CH2:8]([C:7]1[CH:6]=[CH:5][C:4]([C:11]2[CH:12]=[CH:13][CH:14]=[CH:15][CH:16]=2)=[CH:3][C:2]=1[OH:1])[CH3:9], predict the reactants needed to synthesize it. The reactants are: [OH:1][C:2]1[CH:3]=[C:4]([C:11]2[CH:16]=[CH:15][CH:14]=[CH:13][CH:12]=2)[CH:5]=[CH:6][C:7]=1[C:8](=O)[CH3:9]. (5) Given the product [CH3:14][C:13]([CH3:16])([CH3:15])[CH2:12][O:17][S:8]([C:5]1[CH:6]=[CH:7][C:2]([Br:1])=[CH:3][CH:4]=1)(=[O:10])=[O:9], predict the reactants needed to synthesize it. The reactants are: [Br:1][C:2]1[CH:7]=[CH:6][C:5]([S:8](Cl)(=[O:10])=[O:9])=[CH:4][CH:3]=1.[CH2:12]([OH:17])[C:13]([CH3:16])([CH3:15])[CH3:14]. (6) Given the product [CH3:23][N:24]1[C:4](=[CH:8][C:9]2[O:13][C:12]([C:14]3[CH:22]=[CH:21][CH:20]=[C:16]([C:17]([N:60]4[CH2:61][CH2:62][CH2:63][N:57]([CH3:56])[CH2:58][CH2:59]4)=[O:19])[CH:15]=3)=[CH:11][CH:10]=2)[C:5](=[O:7])[NH:6][C:2]1=[O:1], predict the reactants needed to synthesize it. The reactants are: [O:1]=[C:2]1[NH:6][C:5](=[O:7])[C:4](=[CH:8][C:9]2[O:13][C:12]([C:14]3[CH:15]=[C:16]([CH:20]=[CH:21][CH:22]=3)[C:17]([OH:19])=O)=[CH:11][CH:10]=2)S1.[CH3:23][N:24](C(ON1N=NC2C=CC=CC1=2)=[N+](C)C)C.F[P-](F)(F)(F)(F)F.CCN(C(C)C)C(C)C.[CH3:56][N:57]1[CH2:63][CH2:62][CH2:61][NH:60][CH2:59][CH2:58]1. (7) Given the product [Cl:1][C:2]1[CH:7]=[CH:6][CH:5]=[CH:4][C:3]=1[S:8]([C@H:11]1[CH2:15][N:14]([C:40]([C:37]2([N:34]3[CH2:33][CH2:32][CH:31]([C:25]4[CH:26]=[CH:27][CH:28]=[CH:29][CH:30]=4)[CH2:36][CH2:35]3)[CH2:39][CH2:38]2)=[O:41])[C@H:13]([C:16]([NH:18][C:19]2([C:22]#[N:23])[CH2:21][CH2:20]2)=[O:17])[CH2:12]1)(=[O:10])=[O:9], predict the reactants needed to synthesize it. The reactants are: [Cl:1][C:2]1[CH:7]=[CH:6][CH:5]=[CH:4][C:3]=1[S:8]([C@H:11]1[CH2:15][NH:14][C@H:13]([C:16]([NH:18][C:19]2([C:22]#[N:23])[CH2:21][CH2:20]2)=[O:17])[CH2:12]1)(=[O:10])=[O:9].Cl.[C:25]1([CH:31]2[CH2:36][CH2:35][N:34]([C:37]3([C:40](O)=[O:41])[CH2:39][CH2:38]3)[CH2:33][CH2:32]2)[CH:30]=[CH:29][CH:28]=[CH:27][CH:26]=1. (8) Given the product [CH:16]([O:19][C:20]1[CH:28]=[CH:27][C:26]([S:29]([CH3:32])(=[O:31])=[O:30])=[CH:25][C:21]=1[C:22]([N:9]1[CH2:8][CH2:7][C:6]2[N:5]=[C:4]([C:3]([F:2])([F:14])[F:15])[CH:13]=[CH:12][C:11]=2[CH2:10]1)=[O:23])([CH3:18])[CH3:17], predict the reactants needed to synthesize it. The reactants are: Cl.[F:2][C:3]([F:15])([F:14])[C:4]1[CH:13]=[CH:12][C:11]2[CH2:10][NH:9][CH2:8][CH2:7][C:6]=2[N:5]=1.[CH:16]([O:19][C:20]1[CH:28]=[CH:27][C:26]([S:29]([CH3:32])(=[O:31])=[O:30])=[CH:25][C:21]=1[C:22](O)=[O:23])([CH3:18])[CH3:17]. (9) Given the product [CH2:1]([O:19][CH2:20][CH2:21][N:22]([CH2:28][CH2:29][O:30][CH2:31][CH2:32][CH2:33][CH2:34][CH2:35][CH2:36][CH2:37][CH2:38]/[CH:39]=[CH:40]\[CH2:41][CH2:42][CH2:43][CH2:44][CH2:45][CH2:46][CH2:47][CH3:48])[CH2:23][CH2:24][C:25]([NH2:50])=[O:26])[CH2:2][CH2:3][CH2:4][CH2:5][CH2:6][CH2:7][CH2:8]/[CH:9]=[CH:10]\[CH2:11][CH2:12][CH2:13][CH2:14][CH2:15][CH2:16][CH2:17][CH3:18], predict the reactants needed to synthesize it. The reactants are: [CH2:1]([O:19][CH2:20][CH2:21][N:22]([CH2:28][CH2:29][O:30][CH2:31][CH2:32][CH2:33][CH2:34][CH2:35][CH2:36][CH2:37][CH2:38][CH:39]=[CH:40][CH2:41][CH2:42][CH2:43][CH2:44][CH2:45][CH2:46][CH2:47][CH3:48])[CH2:23][CH2:24][C:25](O)=[O:26])[CH2:2][CH2:3][CH2:4][CH2:5][CH2:6][CH2:7][CH2:8][CH:9]=[CH:10][CH2:11][CH2:12][CH2:13][CH2:14][CH2:15][CH2:16][CH2:17][CH3:18].C[N:50](C(ON1N=NC2C=CC=NC1=2)=[N+](C)C)C.F[P-](F)(F)(F)(F)F.CO.N.C(N(C(C)C)CC)(C)C.